Dataset: Catalyst prediction with 721,799 reactions and 888 catalyst types from USPTO. Task: Predict which catalyst facilitates the given reaction. (1) Reactant: Cl[C:2]1[C:3]2[CH:11]=[CH:10][NH:9][C:4]=2[N:5]=[C:6]([CH3:8])[N:7]=1.[CH3:12][Al](C)C.C(Cl)Cl.CO. The catalyst class is: 176. Product: [CH3:8][C:6]1[N:7]=[C:2]([CH3:12])[C:3]2[CH:11]=[CH:10][NH:9][C:4]=2[N:5]=1. (2) Reactant: [N:1]([C:4]1[CH:5]=[C:6]2[C:11](=[CH:12][CH:13]=1)[N:10]=[C:9]([OH:14])[C:8]([OH:15])=[N:7]2)=[N+:2]=[N-:3].[N+:16]([O-])([OH:18])=[O:17]. Product: [N:1]([C:4]1[CH:5]=[C:6]2[C:11](=[CH:12][C:13]=1[N+:16]([O-:18])=[O:17])[N:10]=[C:9]([OH:14])[C:8]([OH:15])=[N:7]2)=[N+:2]=[N-:3]. The catalyst class is: 15. (3) Reactant: B(Br)(Br)Br.[OH:5][C:6]1[C:11]2[CH2:12][C@@H:13]3[C:18]([CH3:20])([CH3:19])[C@:17]([CH3:21])([C:10]=2[CH:9]=[CH:8][CH:7]=1)[CH2:16][CH2:15][N:14]3[C:22]([N:24]1[CH2:33][CH2:32][C:31]2[C:26](=[C:27]([O:34]C)[CH:28]=[CH:29][CH:30]=2)[CH2:25]1)=[O:23]. Product: [OH:34][C:27]1[CH:28]=[CH:29][CH:30]=[C:31]2[C:26]=1[CH2:25][N:24]([C:22]([N:14]1[CH2:15][CH2:16][C@:17]3([CH3:21])[C:18]([CH3:20])([CH3:19])[C@H:13]1[CH2:12][C:11]1[C:6]([OH:5])=[CH:7][CH:8]=[CH:9][C:10]=13)=[O:23])[CH2:33][CH2:32]2. The catalyst class is: 2. (4) Reactant: [OH-].[K+].[F:3][C:4]1[CH:11]=[CH:10][C:7]([CH:8]=O)=[CH:6][C:5]=1[O:12][CH3:13].[CH:14](=[O:16])[CH3:15]. Product: [F:3][C:4]1[CH:11]=[CH:10][C:7](/[CH:8]=[CH:15]/[CH:14]=[O:16])=[CH:6][C:5]=1[O:12][CH3:13]. The catalyst class is: 46. (5) Reactant: [OH:1][C:2]1[CH:7]=[CH:6][CH:5]=[C:4]([OH:8])[C:3]=1[C:9](=[O:11])[CH3:10].C(=O)([O-])[O-].[K+].[K+].Br[CH2:19][CH:20]1[CH2:22][CH2:21]1. Product: [CH:20]1([CH2:19][O:1][C:2]2[CH:7]=[CH:6][CH:5]=[C:4]([OH:8])[C:3]=2[C:9](=[O:11])[CH3:10])[CH2:22][CH2:21]1. The catalyst class is: 21. (6) Reactant: [CH3:1][C@H:2]([N+:9]#[C-:10])[C:3]1[CH:8]=[CH:7][CH:6]=[CH:5][CH:4]=1.[Li]CCCC.[C:16]1([S:22][S:22][C:16]2C=[CH:20][CH:19]=[CH:18][CH:17]=2)C=[CH:20][CH:19]=[CH:18][CH:17]=1.[NH4+:30].[Cl-]. Product: [N+:9]([C:2]([S:22][C:16]1[CH:17]=[CH:18][CH:19]=[CH:20][N:30]=1)([C:3]1[CH:8]=[CH:7][CH:6]=[CH:5][CH:4]=1)[CH3:1])#[C-:10]. The catalyst class is: 1. (7) Reactant: C(N(CC)CC)C.[Cl:8][C:9]1[C:18]([N+:19]([O-:21])=[O:20])=[C:17]([NH:22][CH2:23][CH2:24][NH2:25])[C:16]2[C:11](=[CH:12][CH:13]=[CH:14][CH:15]=2)[N:10]=1.[C:26](=O)([O:32]C(C)(C)C)[O:27][C:28]([CH3:31])([CH3:30])[CH3:29]. Product: [Cl:8][C:9]1[C:18]([N+:19]([O-:21])=[O:20])=[C:17]([NH:22][CH2:23][CH2:24][NH:25][C:26](=[O:32])[O:27][C:28]([CH3:31])([CH3:30])[CH3:29])[C:16]2[C:11](=[CH:12][CH:13]=[CH:14][CH:15]=2)[N:10]=1. The catalyst class is: 4.